This data is from NCI-60 drug combinations with 297,098 pairs across 59 cell lines. The task is: Regression. Given two drug SMILES strings and cell line genomic features, predict the synergy score measuring deviation from expected non-interaction effect. (1) Drug 1: C1=CC(=CC=C1CCC2=CNC3=C2C(=O)NC(=N3)N)C(=O)NC(CCC(=O)O)C(=O)O. Drug 2: CC1C(C(CC(O1)OC2CC(CC3=C2C(=C4C(=C3O)C(=O)C5=C(C4=O)C(=CC=C5)OC)O)(C(=O)C)O)N)O.Cl. Cell line: KM12. Synergy scores: CSS=33.3, Synergy_ZIP=2.08, Synergy_Bliss=3.34, Synergy_Loewe=5.23, Synergy_HSA=8.76. (2) Drug 1: CN(CC1=CN=C2C(=N1)C(=NC(=N2)N)N)C3=CC=C(C=C3)C(=O)NC(CCC(=O)O)C(=O)O. Drug 2: CC1=C(C=C(C=C1)NC(=O)C2=CC=C(C=C2)CN3CCN(CC3)C)NC4=NC=CC(=N4)C5=CN=CC=C5. Cell line: COLO 205. Synergy scores: CSS=3.92, Synergy_ZIP=3.03, Synergy_Bliss=-1.41, Synergy_Loewe=-23.7, Synergy_HSA=-1.10. (3) Drug 1: C1CCN(CC1)CCOC2=CC=C(C=C2)C(=O)C3=C(SC4=C3C=CC(=C4)O)C5=CC=C(C=C5)O. Drug 2: CCN(CC)CCNC(=O)C1=C(NC(=C1C)C=C2C3=C(C=CC(=C3)F)NC2=O)C. Cell line: PC-3. Synergy scores: CSS=3.33, Synergy_ZIP=0.985, Synergy_Bliss=5.23, Synergy_Loewe=1.96, Synergy_HSA=2.86. (4) Drug 1: C1=NC2=C(N1)C(=S)N=C(N2)N. Drug 2: CC=C1C(=O)NC(C(=O)OC2CC(=O)NC(C(=O)NC(CSSCCC=C2)C(=O)N1)C(C)C)C(C)C. Cell line: RPMI-8226. Synergy scores: CSS=74.5, Synergy_ZIP=-3.28, Synergy_Bliss=-5.93, Synergy_Loewe=-12.1, Synergy_HSA=-3.99. (5) Drug 1: CCC(=C(C1=CC=CC=C1)C2=CC=C(C=C2)OCCN(C)C)C3=CC=CC=C3.C(C(=O)O)C(CC(=O)O)(C(=O)O)O. Drug 2: C1=CC=C(C(=C1)C(C2=CC=C(C=C2)Cl)C(Cl)Cl)Cl. Cell line: IGROV1. Synergy scores: CSS=1.16, Synergy_ZIP=-0.917, Synergy_Bliss=-0.427, Synergy_Loewe=-3.14, Synergy_HSA=-1.11. (6) Drug 1: CC12CCC3C(C1CCC2=O)CC(=C)C4=CC(=O)C=CC34C. Drug 2: COCCOC1=C(C=C2C(=C1)C(=NC=N2)NC3=CC=CC(=C3)C#C)OCCOC.Cl. Cell line: EKVX. Synergy scores: CSS=31.5, Synergy_ZIP=1.79, Synergy_Bliss=3.80, Synergy_Loewe=3.47, Synergy_HSA=5.77. (7) Drug 1: C1CC(C1)(C(=O)O)C(=O)O.[NH2-].[NH2-].[Pt+2]. Drug 2: COC1=NC(=NC2=C1N=CN2C3C(C(C(O3)CO)O)O)N. Cell line: UACC-257. Synergy scores: CSS=1.53, Synergy_ZIP=0.852, Synergy_Bliss=2.94, Synergy_Loewe=-1.13, Synergy_HSA=0.0484. (8) Drug 1: COC1=CC(=CC(=C1O)OC)C2C3C(COC3=O)C(C4=CC5=C(C=C24)OCO5)OC6C(C(C7C(O6)COC(O7)C8=CC=CS8)O)O. Drug 2: CC1=C(C(=CC=C1)Cl)NC(=O)C2=CN=C(S2)NC3=CC(=NC(=N3)C)N4CCN(CC4)CCO. Cell line: OVCAR-4. Synergy scores: CSS=14.3, Synergy_ZIP=-6.05, Synergy_Bliss=0.961, Synergy_Loewe=2.91, Synergy_HSA=3.29.